Dataset: Full USPTO retrosynthesis dataset with 1.9M reactions from patents (1976-2016). Task: Predict the reactants needed to synthesize the given product. The reactants are: [CH3:1][C:2]1[CH:12]=[CH:11][C:5]([C:6]([O:8][CH2:9][CH3:10])=[O:7])=[C:4]([N+:13]([O-])=O)[CH:3]=1.C(Cl)Cl. Given the product [NH2:13][C:4]1[CH:3]=[C:2]([CH3:1])[CH:12]=[CH:11][C:5]=1[C:6]([O:8][CH2:9][CH3:10])=[O:7], predict the reactants needed to synthesize it.